Task: Predict the product of the given reaction.. Dataset: Forward reaction prediction with 1.9M reactions from USPTO patents (1976-2016) (1) Given the reactants C([O:3][C:4](=[O:30])[C:5]([CH3:29])([CH3:28])[CH2:6][NH:7][C:8]1[N:13]=[C:12]([NH:14][C:15]2[N:20]=[CH:19][C:18]3[N:21]=[C:22]([CH3:27])[N:23]([CH:24]([CH3:26])[CH3:25])[C:17]=3[CH:16]=2)[CH:11]=[CH:10][N:9]=1)C, predict the reaction product. The product is: [CH:24]([N:23]1[C:17]2[CH:16]=[C:15]([NH:14][C:12]3[CH:11]=[CH:10][N:9]=[C:8]([NH:7][CH2:6][C:5]([CH3:28])([CH3:29])[C:4]([OH:30])=[O:3])[N:13]=3)[N:20]=[CH:19][C:18]=2[N:21]=[C:22]1[CH3:27])([CH3:26])[CH3:25]. (2) Given the reactants [F:1][C:2]1[CH:20]=[CH:19][C:5]([CH2:6][NH:7][C@H:8]2[C@H:13]3[O:14][C@H:10]([CH2:11][CH2:12]3)[C@H:9]2[C:15]([O:17][CH3:18])=[O:16])=[CH:4][CH:3]=1.C([O:23][C:24](=O)[CH2:25][C:26]1[N:27]=[S:28]([CH3:40])(=[O:39])[C:29]2[CH:35]=[C:34]([N+:36]([O-:38])=[O:37])[CH:33]=[CH:32][C:30]=2[N:31]=1)C.C(N(CC)CC)C, predict the reaction product. The product is: [CH3:18][O:17][C:15]([CH:9]1[CH:8]([N:7]([CH2:6][C:5]2[CH:4]=[CH:3][C:2]([F:1])=[CH:20][CH:19]=2)[C:24](=[O:23])[CH2:25][C:26]2[N:27]=[S:28]([CH3:40])(=[O:39])[C:29]3[CH:35]=[C:34]([N+:36]([O-:38])=[O:37])[CH:33]=[CH:32][C:30]=3[N:31]=2)[CH:13]2[O:14][CH:10]1[CH2:11][CH2:12]2)=[O:16].